This data is from Full USPTO retrosynthesis dataset with 1.9M reactions from patents (1976-2016). The task is: Predict the reactants needed to synthesize the given product. Given the product [Cl:27][C:19]1[N:18]=[C:17]([O:1][C@H:2]2[CH2:6][CH2:5][N:4]([C:7]([O:9][C:10]([CH3:13])([CH3:12])[CH3:11])=[O:8])[CH2:3]2)[C:26]2[C:21]([CH:20]=1)=[CH:22][CH:23]=[CH:24][CH:25]=2, predict the reactants needed to synthesize it. The reactants are: [OH:1][C@H:2]1[CH2:6][CH2:5][N:4]([C:7]([O:9][C:10]([CH3:13])([CH3:12])[CH3:11])=[O:8])[CH2:3]1.[H-].[Na+].Cl[C:17]1[C:26]2[C:21](=[CH:22][CH:23]=[CH:24][CH:25]=2)[CH:20]=[C:19]([Cl:27])[N:18]=1.